Dataset: Reaction yield outcomes from USPTO patents with 853,638 reactions. Task: Predict the reaction yield, written as a fraction of the theoretical maximum amount of product (1.0 means a 100% yield; for example, 0.34 means a 34% yield). (1) The reactants are [NH2:1][N+:2]1[CH:7]=[C:6]([CH3:8])[N:5]=[CH:4][C:3]=1[CH3:9].CC1C=C(C)C=C(C)C=1S([O-])(=O)=O.C(=O)([O-])[O-].[K+].[K+].[C:29]([O:37][CH3:38])(=[O:36])[C:30]#[C:31][C:32]([O:34][CH3:35])=[O:33].O. The catalyst is CN(C)C=O. The product is [CH3:8][C:6]1[C:7]2[N:2]([N:1]=[C:30]([C:29]([O:37][CH3:38])=[O:36])[C:31]=2[C:32]([O:34][CH3:35])=[O:33])[C:3]([CH3:9])=[CH:4][N:5]=1. The yield is 0.270. (2) The reactants are [NH2:1][C:2]1[CH:3]=[C:4]([CH:9]=[CH:10][CH:11]=1)[C:5]([O:7][CH3:8])=[O:6].[OH-].[Na+].[Cl:14][C:15]1[N:20]=[C:19](Cl)[N:18]=[C:17]([NH2:22])[N:16]=1. The catalyst is CC#N.O. The product is [NH2:22][C:17]1[N:16]=[C:15]([Cl:14])[N:20]=[C:19]([NH:1][C:2]2[CH:3]=[C:4]([CH:9]=[CH:10][CH:11]=2)[C:5]([O:7][CH3:8])=[O:6])[N:18]=1. The yield is 0.870. (3) The reactants are [Br:1][C:2]1[CH:10]=[C:9]2[C:5]([CH:6]=[N:7][NH:8]2)=[CH:4][CH:3]=1.C([O-])([O-])=O.[Cs+].[Cs+].[Cl:17][C:18]1[CH:23]=[C:22]([Cl:24])[CH:21]=[CH:20][C:19]=1[C@@H:25](Cl)[CH3:26]. The catalyst is CN1CCCC1=O.C(OCC)(=O)C. The product is [Br:1][C:2]1[CH:10]=[C:9]2[C:5]([CH:6]=[N:7][N:8]2[C@@H:25]([C:19]2[CH:20]=[CH:21][C:22]([Cl:24])=[CH:23][C:18]=2[Cl:17])[CH3:26])=[CH:4][CH:3]=1. The yield is 0.390.